This data is from Reaction yield outcomes from USPTO patents with 853,638 reactions. The task is: Predict the reaction yield, written as a fraction of the theoretical maximum amount of product (1.0 means a 100% yield; for example, 0.34 means a 34% yield). (1) The reactants are C([C:4]1[CH:9]=[C:8]([O:10][C:11]2[CH:16]=[CH:15][C:14]([NH:17][C:18](=[O:25])[CH2:19][C:20]([O:22][CH2:23][CH3:24])=[O:21])=[CH:13][C:12]=2[F:26])[CH:7]=[CH:6][N:5]=1)(=O)N.C[N:28](C=O)C. No catalyst specified. The product is [NH2:28][C:4]1[CH:9]=[C:8]([O:10][C:11]2[CH:16]=[CH:15][C:14]([NH:17][C:18](=[O:25])[CH2:19][C:20]([O:22][CH2:23][CH3:24])=[O:21])=[CH:13][C:12]=2[F:26])[CH:7]=[CH:6][N:5]=1. The yield is 0.860. (2) The reactants are C([O:3][C:4]([C:6]1[CH:7]=[C:8]2[C:13](=[CH:14][CH:15]=1)[NH:12][CH:11]([C:16]1[CH:17]=[C:18]([C:22]3[CH:27]=[CH:26][C:25]([C:28](=[O:33])[NH:29][CH:30]([CH3:32])[CH3:31])=[CH:24][CH:23]=3)[CH:19]=[CH:20][CH:21]=1)[C:10]([CH3:35])([CH3:34])[CH2:9]2)=[O:5])C.[OH-].[Na+].Cl. The catalyst is CO.O1CCCC1.O. The product is [CH:30]([NH:29][C:28]([C:25]1[CH:24]=[CH:23][C:22]([C:18]2[CH:19]=[CH:20][CH:21]=[C:16]([CH:11]3[C:10]([CH3:34])([CH3:35])[CH2:9][C:8]4[C:13](=[CH:14][CH:15]=[C:6]([C:4]([OH:5])=[O:3])[CH:7]=4)[NH:12]3)[CH:17]=2)=[CH:27][CH:26]=1)=[O:33])([CH3:32])[CH3:31]. The yield is 0.900. (3) The reactants are [CH3:1][C:2]1[NH:3][CH:4]=[CH:5][C:6]=1[C:7]([O:9][CH2:10][CH3:11])=[O:8].[Br:12]N1C(=O)CCC1=O.O.C(OCC)C. The catalyst is O1CCCC1. The product is [Br:12][C:4]1[NH:3][C:2]([CH3:1])=[C:6]([C:7]([O:9][CH2:10][CH3:11])=[O:8])[CH:5]=1. The yield is 0.970. (4) The reactants are I[C:2]1[C:3]([NH2:8])=[N:4][CH:5]=[CH:6][CH:7]=1.[C:9]([O:15][CH3:16])(=[O:14])[CH2:10][C:11]([CH3:13])=O.C1(C2C(O)=CC=C3C=2C=CC=C3)C(O)=CC=C2C=1C=CC=C2.C(=O)([O-])[O-].[Cs+].[Cs+]. The catalyst is CS(C)=O.[Cu](I)I.C(OCC)(=O)C. The product is [CH3:13][C:11]1[NH:8][C:3]2=[N:4][CH:5]=[CH:6][CH:7]=[C:2]2[C:10]=1[C:9]([O:15][CH3:16])=[O:14]. The yield is 0.214. (5) The reactants are [CH3:1][O:2][C:3]([C:5]1(C(O)=O)[C:7]2([CH2:10][CH2:9][CH2:8]2)[CH2:6]1)=[O:4].C1C=CC(P([N:28]=[N+]=[N-])(C2C=CC=CC=2)=O)=CC=1.CCN(CC)CC.[ClH:38].O1CCOCC1. The catalyst is CC(O)(C)C. The product is [ClH:38].[CH3:1][O:2][C:3]([C:5]1([NH2:28])[C:7]2([CH2:10][CH2:9][CH2:8]2)[CH2:6]1)=[O:4]. The yield is 0.580. (6) The reactants are [CH3:1][C:2](=[CH2:13])[CH:3]([C:7]1[CH:12]=[CH:11][CH:10]=[CH:9][CH:8]=1)[CH2:4][CH:5]=O.Cl.[NH2:15]O. The catalyst is C(O)C. The product is [CH3:1][C:2](=[CH2:13])[CH:3]([C:7]1[CH:12]=[CH:11][CH:10]=[CH:9][CH:8]=1)[CH2:4][C:5]#[N:15]. The yield is 0.370. (7) The reactants are [N+:1]([C:4]1[C:5]([NH:10][C:11]2[CH:16]=[CH:15][CH:14]=[CH:13][CH:12]=2)=[N:6][CH:7]=[CH:8][CH:9]=1)([O-])=O. The catalyst is [Pd].C(O)C. The product is [C:11]1([NH:10][C:5]2[C:4]([NH2:1])=[CH:9][CH:8]=[CH:7][N:6]=2)[CH:16]=[CH:15][CH:14]=[CH:13][CH:12]=1. The yield is 0.800.